From a dataset of Reaction yield outcomes from USPTO patents with 853,638 reactions. Predict the reaction yield, written as a fraction of the theoretical maximum amount of product (1.0 means a 100% yield; for example, 0.34 means a 34% yield). (1) The reactants are [CH3:1][C@H:2]1[O:7][C@@H:6]([C:8]2[CH:13]=[CH:12][N:11]=[CH:10][C:9]=2[N+:14]([O-:16])=[O:15])[CH2:5][C:4]([O:17][Si](CC)(CC)CC)=[CH:3]1.CC1(C)O[O:27]1.CC(C)=O. The catalyst is C(Cl)Cl. The product is [OH:27][CH:3]1[C:4](=[O:17])[CH2:5][CH:6]([C:8]2[CH:13]=[CH:12][N:11]=[CH:10][C:9]=2[N+:14]([O-:16])=[O:15])[O:7][CH:2]1[CH3:1]. The yield is 0.350. (2) The reactants are Br[C:2]1[CH2:7][CH2:6][CH2:5][C:4](=[O:8])[CH:3]=1.[NH:9]1[C:17]2[C:12](=[CH:13][C:14](B3OC(C)(C)C(C)(C)O3)=[CH:15][CH:16]=2)[CH:11]=[CH:10]1. No catalyst specified. The product is [NH:9]1[C:17]2[C:12](=[CH:13][C:14]([C:2]3[CH2:7][CH2:6][CH2:5][C:4](=[O:8])[CH:3]=3)=[CH:15][CH:16]=2)[CH:11]=[CH:10]1. The yield is 0.830. (3) The reactants are CO[C:3](=[O:22])[C:4]1[CH:9]=[CH:8][C:7]([O:10][CH2:11][C:12]2[C:13]([CH2:18][CH2:19][CH2:20][CH3:21])=[N:14][O:15][C:16]=2[CH3:17])=[N:6][CH:5]=1.[NH2:23][CH:24]1[CH2:29][CH2:28][O:27][CH2:26][CH2:25]1. No catalyst specified. The product is [CH2:18]([C:13]1[C:12]([CH2:11][O:10][C:7]2[CH:8]=[CH:9][C:4]([C:3]([NH:23][CH:24]3[CH2:29][CH2:28][O:27][CH2:26][CH2:25]3)=[O:22])=[CH:5][N:6]=2)=[C:16]([CH3:17])[O:15][N:14]=1)[CH2:19][CH2:20][CH3:21]. The yield is 0.430. (4) The reactants are [CH:1]1(/[CH:6]=[CH:7]/[CH:8]=[O:9])[CH2:5][CH2:4][CH2:3][CH2:2]1.FC(F)(F)C1C=C(C(C2C=C(C(F)(F)F)C=C(C(F)(F)F)C=2)(O[Si](C(C)(C)C)(C)C)[C@H]2CCCN2)C=C(C(F)(F)F)C=1.[N+](C1C=CC(C(O)=O)=CC=1)([O-])=O.C1(C)C=CC=CC=1.[Br:71][C:72]1[CH:73]=[N:74][NH:75][CH:76]=1. No catalyst specified. The product is [Br:71][C:72]1[CH:73]=[N:74][N:75]([C@@H:6]([CH:1]2[CH2:5][CH2:4][CH2:3][CH2:2]2)[CH2:7][CH:8]=[O:9])[CH:76]=1. The yield is 0.850. (5) The reactants are [F:1][C:2]1[CH:7]=[CH:6][C:5]([N:8]2[C:12]([CH3:13])=[CH:11][C:10]([C:14](O)=[O:15])=[C:9]2[CH3:17])=[C:4]([C:18]([F:21])([F:20])[F:19])[CH:3]=1.C1(C)C=CC=CC=1.S(Cl)([Cl:31])=O. The catalyst is CN(C=O)C. The product is [F:1][C:2]1[CH:7]=[CH:6][C:5]([N:8]2[C:12]([CH3:13])=[CH:11][C:10]([C:14]([Cl:31])=[O:15])=[C:9]2[CH3:17])=[C:4]([C:18]([F:21])([F:20])[F:19])[CH:3]=1. The yield is 0.640. (6) The reactants are C[O:2][C:3](=[O:22])[CH:4]([C:11]1[CH:21]=[CH:20][C:14]2[S:15](=[O:19])(=[O:18])[CH2:16][CH2:17][C:13]=2[CH:12]=1)[CH2:5][CH:6]1[CH2:10][CH2:9][CH2:8][CH2:7]1.O.[OH-].[Li+]. The catalyst is C(O)C.O. The product is [CH:6]1([CH2:5][CH:4]([C:11]2[CH:21]=[CH:20][C:14]3[S:15](=[O:19])(=[O:18])[CH2:16][CH2:17][C:13]=3[CH:12]=2)[C:3]([OH:22])=[O:2])[CH2:10][CH2:9][CH2:8][CH2:7]1. The yield is 0.650. (7) The reactants are O=[CH:2][C@H:3]([C@H:5]([C@@H:7]([C@@H:9]([CH2:11][OH:12])[OH:10])[OH:8])[OH:6])[OH:4].C(C=P(C1C=CC=CC=1)(C1C=CC=CC=1)C1C=CC=CC=1)(O)=O.CO[C@@H]1[C@@H:51]([C:52]([O:54][CH3:55])=[O:53])[C@@H]2[C@@H](CN3[C@H](C2)C2NC4C=C(OC)C=CC=4C=2CC3)C[C@H:55]1[O:54][C:52]([C:51]1C=C(OC)C(OC)=C(OC)C=1)=[O:53]. The catalyst is O1CCOCC1. The product is [OH:4][CH:3]([CH:5]([OH:6])[CH:7]([OH:8])[CH:9]([OH:10])[CH2:11][OH:12])[CH:2]=[CH:51][C:52]([O:54][CH3:55])=[O:53]. The yield is 0.800.